Dataset: Reaction yield outcomes from USPTO patents with 853,638 reactions. Task: Predict the reaction yield, written as a fraction of the theoretical maximum amount of product (1.0 means a 100% yield; for example, 0.34 means a 34% yield). (1) The reactants are [C:1]1([CH:8]=[CH:7][CH:6]=[C:4]([OH:5])[CH:3]=1)[OH:2].O[CH:10]([C:14]1[CH:19]=CC=[CH:16][CH:15]=1)[C:11]([OH:13])=O.B(F)(F)F.CC[O:26][CH2:27][CH3:28].[CH3:29]S(Cl)(=O)=O. The catalyst is CCOCC.CCCCCC. The product is [CH:15]1[C:14]([C:10]2[C:11](=[O:13])[C:8]3[CH:7]=[CH:6][C:4]([OH:5])=[CH:3][C:1]=3[O:2][CH:29]=2)=[CH:19][CH:28]=[C:27]([OH:26])[CH:16]=1. The yield is 0.440. (2) The reactants are C([O:8][C:9]1[CH:17]=[C:16]2[C:12]([CH:13]=[CH:14][N:15]2[C:18]2[N:22]([CH3:23])[N:21]=[C:20]([CH3:24])[C:19]=2[CH:25]=[O:26])=[CH:11][CH:10]=1)C1C=CC=CC=1.[H][H]. The catalyst is CO.[C].[Pd]. The product is [OH:8][C:9]1[CH:17]=[C:16]2[C:12]([CH2:13][CH2:14][N:15]2[C:18]2[N:22]([CH3:23])[N:21]=[C:20]([CH3:24])[C:19]=2[CH:25]=[O:26])=[CH:11][CH:10]=1. The yield is 0.480. (3) The reactants are Cl[CH2:2][C@@H:3]1[O:12][CH2:11][C@@H:6]2[CH2:7][O:8][CH2:9][CH2:10][N:5]2[CH2:4]1.[C:13]([O-:16])(=[O:15])[CH3:14].[K+]. The catalyst is CN(C=O)C. The product is [C:13]([O:16][CH2:2][CH:3]1[O:12][CH2:11][CH:6]2[CH2:7][O:8][CH2:9][CH2:10][N:5]2[CH2:4]1)(=[O:15])[CH3:14]. The yield is 0.420. (4) The reactants are Br[CH2:2][C:3]1[CH:4]=[C:5]([C:11]2[CH:16]=[CH:15][CH:14]=[C:13]([Cl:17])[CH:12]=2)[C:6]([O:9][CH3:10])=[N:7][CH:8]=1.[Cl:18][C:19]1[N:24]=[CH:23][C:22](B(O)O)=[CH:21][N:20]=1.C([O-])(O)=O.[Na+]. The catalyst is C(#N)C.C1C=CC(P(C2C=CC=CC=2)[C-]2C=CC=C2)=CC=1.C1C=CC(P(C2C=CC=CC=2)[C-]2C=CC=C2)=CC=1.Cl[Pd]Cl.[Fe+2].C(Cl)Cl. The product is [Cl:18][C:19]1[N:24]=[CH:23][C:22]([CH2:2][C:3]2[CH:8]=[N:7][C:6]([O:9][CH3:10])=[C:5]([C:11]3[CH:16]=[CH:15][CH:14]=[C:13]([Cl:17])[CH:12]=3)[CH:4]=2)=[CH:21][N:20]=1. The yield is 0.550. (5) The reactants are [CH3:1][CH:2]([N:4]1[C:12](/[CH:13]=[CH:14]/[C@H:15]([OH:24])[CH2:16][C@H:17]([OH:23])[CH2:18][C:19]([O:21]C)=[O:20])=[C:11]([C:25]2[CH:30]=[CH:29][C:28]([F:31])=[CH:27][CH:26]=2)[C:10]2[C:5]1=[CH:6][CH:7]=[CH:8][CH:9]=2)[CH3:3].CC(C)=O.[OH-].[Na+:37]. The catalyst is CCO. The product is [CH3:3][CH:2]([N:4]1[C:12](/[CH:13]=[CH:14]/[CH:15]([OH:24])[CH2:16][CH:17]([OH:23])[CH2:18][C:19]([O-:21])=[O:20])=[C:11]([C:25]2[CH:26]=[CH:27][C:28]([F:31])=[CH:29][CH:30]=2)[C:10]2[CH:9]=[CH:8][CH:7]=[CH:6][C:5]1=2)[CH3:1].[Na+:37]. The yield is 0.808. (6) The reactants are [C:1]([O:5][N:6]=[C:7]1[C:16]2[C:11](=[CH:12][C:13]([C:17]#[C:18][C:19]3[CH:24]=[CH:23][CH:22]=[C:21]([NH2:25])[CH:20]=3)=[CH:14][CH:15]=2)[O:10][C:9]([C:26]2[N:27]=[CH:28][C:29]3[C:34]([CH:35]=2)=[CH:33][CH:32]=[CH:31][CH:30]=3)=[CH:8]1)([CH3:4])([CH3:3])[CH3:2].[H-].[Na+].I[CH3:39]. The catalyst is CN(C)C=O. The product is [C:1]([O:5][N:6]=[C:7]1[C:16]2[C:11](=[CH:12][C:13]([C:17]#[C:18][C:19]3[CH:24]=[CH:23][CH:22]=[C:21]([NH:25][CH3:39])[CH:20]=3)=[CH:14][CH:15]=2)[O:10][C:9]([C:26]2[N:27]=[CH:28][C:29]3[C:34]([CH:35]=2)=[CH:33][CH:32]=[CH:31][CH:30]=3)=[CH:8]1)([CH3:4])([CH3:2])[CH3:3]. The yield is 0.500. (7) The catalyst is O1CCOCC1.O. The product is [CH2:1]([S:3]([C:6]1[CH:11]=[CH:10][C:9]([C:12]2[C:17]([F:18])=[CH:16][CH:15]=[C:14]([C:23]3[C:24]4[N:31]=[CH:30][N:29]([CH:32]([CH3:34])[CH3:33])[C:25]=4[N:26]=[N:27][CH:28]=3)[CH:13]=2)=[CH:8][CH:7]=1)(=[O:5])=[O:4])[CH3:2]. The yield is 0.270. The reactants are [CH2:1]([S:3]([C:6]1[CH:11]=[CH:10][C:9]([C:12]2[C:17]([F:18])=[CH:16][CH:15]=[C:14](B(O)O)[CH:13]=2)=[CH:8][CH:7]=1)(=[O:5])=[O:4])[CH3:2].Cl[C:23]1[C:24]2[N:31]=[CH:30][N:29]([CH:32]([CH3:34])[CH3:33])[C:25]=2[N:26]=[N:27][CH:28]=1.P([O-])([O-])[O-].[K+].[K+].[K+].C1(P(C2CCCCC2)C2CCCCC2)CCCCC1. (8) The reactants are [CH2:1]([N:8]1[CH:12]=[C:11]([C:13]([O:15]CC)=[O:14])[C:10]([O:18][CH2:19][C:20]2[CH:25]=[CH:24][C:23]([O:26][CH2:27][C:28]3[N:29]=[C:30]([C:34]4[O:35][CH:36]=[CH:37][CH:38]=4)[O:31][C:32]=3[CH3:33])=[C:22]([O:39][CH3:40])[CH:21]=2)=[N:9]1)[C:2]1[CH:7]=[CH:6][CH:5]=[CH:4][CH:3]=1.O1CCCC1.[OH-].[Na+].Cl. The catalyst is O.C(O)C. The product is [CH2:1]([N:8]1[CH:12]=[C:11]([C:13]([OH:15])=[O:14])[C:10]([O:18][CH2:19][C:20]2[CH:25]=[CH:24][C:23]([O:26][CH2:27][C:28]3[N:29]=[C:30]([C:34]4[O:35][CH:36]=[CH:37][CH:38]=4)[O:31][C:32]=3[CH3:33])=[C:22]([O:39][CH3:40])[CH:21]=2)=[N:9]1)[C:2]1[CH:3]=[CH:4][CH:5]=[CH:6][CH:7]=1. The yield is 0.840. (9) The reactants are [NH:1]1[C:9]2[C:4](=[CH:5][C:6]([C:10]#[N:11])=[CH:7][CH:8]=2)[CH:3]=[CH:2]1.C([O-])([O-])=O.[Cs+].[Cs+].Cl[CH2:19][C:20]1[N:24]=[C:23]([C:25]2[CH:30]=[CH:29][CH:28]=[C:27]([C:31]([F:34])([F:33])[F:32])[CH:26]=2)[O:22][N:21]=1. The catalyst is CN(C=O)C. The product is [F:33][C:31]([F:32])([F:34])[C:27]1[CH:26]=[C:25]([C:23]2[O:22][N:21]=[C:20]([CH2:19][N:1]3[C:9]4[C:4](=[CH:5][C:6]([C:10]#[N:11])=[CH:7][CH:8]=4)[CH:3]=[CH:2]3)[N:24]=2)[CH:30]=[CH:29][CH:28]=1. The yield is 0.780.